From a dataset of Merck oncology drug combination screen with 23,052 pairs across 39 cell lines. Regression. Given two drug SMILES strings and cell line genomic features, predict the synergy score measuring deviation from expected non-interaction effect. (1) Drug 1: N.N.O=C(O)C1(C(=O)O)CCC1.[Pt]. Drug 2: Cc1nc(Nc2ncc(C(=O)Nc3c(C)cccc3Cl)s2)cc(N2CCN(CCO)CC2)n1. Synergy scores: synergy=36.6. Cell line: A2058. (2) Drug 1: C#Cc1cccc(Nc2ncnc3cc(OCCOC)c(OCCOC)cc23)c1. Drug 2: CCc1cnn2c(NCc3ccc[n+]([O-])c3)cc(N3CCCCC3CCO)nc12. Cell line: NCIH520. Synergy scores: synergy=18.9. (3) Synergy scores: synergy=12.0. Drug 2: COc1cc(C2c3cc4c(cc3C(OC3OC5COC(C)OC5C(O)C3O)C3COC(=O)C23)OCO4)cc(OC)c1O. Cell line: NCIH460. Drug 1: N#Cc1ccc(Cn2cncc2CN2CCN(c3cccc(Cl)c3)C(=O)C2)cc1. (4) Drug 1: O=P1(N(CCCl)CCCl)NCCCO1. Drug 2: O=C(NOCC(O)CO)c1ccc(F)c(F)c1Nc1ccc(I)cc1F. Cell line: SW620. Synergy scores: synergy=-4.08. (5) Drug 1: N.N.O=C(O)C1(C(=O)O)CCC1.[Pt]. Drug 2: CC1(c2nc3c(C(N)=O)cccc3[nH]2)CCCN1. Cell line: ES2. Synergy scores: synergy=-6.65. (6) Drug 1: CCC1(O)CC2CN(CCc3c([nH]c4ccccc34)C(C(=O)OC)(c3cc4c(cc3OC)N(C)C3C(O)(C(=O)OC)C(OC(C)=O)C5(CC)C=CCN6CCC43C65)C2)C1. Drug 2: O=C(O)C1(Cc2cccc(Nc3nccs3)n2)CCC(Oc2cccc(Cl)c2F)CC1. Cell line: VCAP. Synergy scores: synergy=39.4. (7) Drug 1: CCC1=CC2CN(C1)Cc1c([nH]c3ccccc13)C(C(=O)OC)(c1cc3c(cc1OC)N(C)C1C(O)(C(=O)OC)C(OC(C)=O)C4(CC)C=CCN5CCC31C54)C2. Drug 2: CCN(CC)CCNC(=O)c1c(C)[nH]c(C=C2C(=O)Nc3ccc(F)cc32)c1C. Cell line: OVCAR3. Synergy scores: synergy=-9.62. (8) Drug 1: CCC1(O)CC2CN(CCc3c([nH]c4ccccc34)C(C(=O)OC)(c3cc4c(cc3OC)N(C)C3C(O)(C(=O)OC)C(OC(C)=O)C5(CC)C=CCN6CCC43C65)C2)C1. Drug 2: NC(=O)c1cccc2cn(-c3ccc(C4CCCNC4)cc3)nc12. Cell line: OV90. Synergy scores: synergy=-15.8. (9) Drug 1: CC(=O)OC1C(=O)C2(C)C(O)CC3OCC3(OC(C)=O)C2C(OC(=O)c2ccccc2)C2(O)CC(OC(=O)C(O)C(NC(=O)c3ccccc3)c3ccccc3)C(C)=C1C2(C)C. Drug 2: NC(=O)c1cccc2cn(-c3ccc(C4CCCNC4)cc3)nc12. Cell line: HCT116. Synergy scores: synergy=-18.0.